Dataset: Peptide-MHC class II binding affinity with 134,281 pairs from IEDB. Task: Regression. Given a peptide amino acid sequence and an MHC pseudo amino acid sequence, predict their binding affinity value. This is MHC class II binding data. (1) The peptide sequence is PWIEQEGPEYW. The MHC is HLA-DQA10501-DQB10201 with pseudo-sequence HLA-DQA10501-DQB10201. The binding affinity (normalized) is 0.550. (2) The peptide sequence is VRILRRVHHRKYLTD. The MHC is DRB3_0101 with pseudo-sequence DRB3_0101. The binding affinity (normalized) is 0.770. (3) The peptide sequence is KKSRMSMAMGTMAGCGY. The MHC is DRB5_0101 with pseudo-sequence DRB5_0101. The binding affinity (normalized) is 0.756. (4) The peptide sequence is MKSSWGAIWRIDPKK. The MHC is HLA-DPA10301-DPB10402 with pseudo-sequence HLA-DPA10301-DPB10402. The binding affinity (normalized) is 0.207.